Task: Regression. Given two drug SMILES strings and cell line genomic features, predict the synergy score measuring deviation from expected non-interaction effect.. Dataset: NCI-60 drug combinations with 297,098 pairs across 59 cell lines (1) Drug 2: C(CCl)NC(=O)N(CCCl)N=O. Drug 1: CC1=C(C(=O)C2=C(C1=O)N3CC4C(C3(C2COC(=O)N)OC)N4)N. Cell line: NCI-H322M. Synergy scores: CSS=47.3, Synergy_ZIP=7.30, Synergy_Bliss=13.0, Synergy_Loewe=-16.9, Synergy_HSA=13.0. (2) Drug 1: CC(CN1CC(=O)NC(=O)C1)N2CC(=O)NC(=O)C2. Drug 2: CC1C(C(CC(O1)OC2CC(OC(C2O)C)OC3=CC4=CC5=C(C(=O)C(C(C5)C(C(=O)C(C(C)O)O)OC)OC6CC(C(C(O6)C)O)OC7CC(C(C(O7)C)O)OC8CC(C(C(O8)C)O)(C)O)C(=C4C(=C3C)O)O)O)O. Cell line: HCT116. Synergy scores: CSS=35.6, Synergy_ZIP=4.91, Synergy_Bliss=3.70, Synergy_Loewe=4.55, Synergy_HSA=4.73.